From a dataset of Full USPTO retrosynthesis dataset with 1.9M reactions from patents (1976-2016). Predict the reactants needed to synthesize the given product. (1) Given the product [C:6]([C:5]1[CH:14]=[CH:15][C:2]([N:29]2[CH2:28][CH2:27][N:26]([C:19]([O:21][C:22]([CH3:25])([CH3:24])[CH3:23])=[O:20])[CH2:31][CH2:30]2)=[C:3]([N+:16]([O-:18])=[O:17])[CH:4]=1)(=[O:7])[C:8]1[CH:13]=[CH:12][CH:11]=[CH:10][CH:9]=1, predict the reactants needed to synthesize it. The reactants are: Cl[C:2]1[CH:15]=[CH:14][C:5]([C:6]([C:8]2[CH:13]=[CH:12][CH:11]=[CH:10][CH:9]=2)=[O:7])=[CH:4][C:3]=1[N+:16]([O-:18])=[O:17].[C:19]([N:26]1[CH2:31][CH2:30][NH:29][CH2:28][CH2:27]1)([O:21][C:22]([CH3:25])([CH3:24])[CH3:23])=[O:20]. (2) Given the product [F:14][C:6]1[CH:5]=[C:4]([C:1](=[O:3])[CH:2]=[O:18])[CH:13]=[CH:12][C:7]=1[C:8]([O:10][CH3:11])=[O:9], predict the reactants needed to synthesize it. The reactants are: [C:1]([C:4]1[CH:13]=[CH:12][C:7]([C:8]([O:10][CH3:11])=[O:9])=[C:6]([F:14])[CH:5]=1)(=[O:3])[CH3:2].Br.CS(C)=[O:18]. (3) Given the product [Cl:1][C:2]1[C:3]([O:17][CH3:18])=[CH:4][CH:5]=[C:6]2[C:11]=1[N:10]=[C:9]([C:12]([OH:14])=[O:13])[CH:8]=[C:7]2[OH:16], predict the reactants needed to synthesize it. The reactants are: [Cl:1][C:2]1[C:3]([O:17][CH3:18])=[CH:4][CH:5]=[C:6]2[C:11]=1[N:10]=[C:9]([C:12]([O:14]C)=[O:13])[CH:8]=[C:7]2[OH:16].CO.C1COCC1.[Li+].[OH-]. (4) Given the product [CH3:1][C:2]1[CH:10]=[CH:9][CH:8]=[C:7]([N+:11]([O-:13])=[O:12])[C:3]=1[C:4]([O:6][C:14]([CH3:17])([CH3:16])[CH3:15])=[O:5], predict the reactants needed to synthesize it. The reactants are: [CH3:1][C:2]1[CH:10]=[CH:9][CH:8]=[C:7]([N+:11]([O-:13])=[O:12])[C:3]=1[C:4]([OH:6])=[O:5].[C:14](OC(OC(O[C:14]([CH3:17])([CH3:16])[CH3:15])=O)=O)([CH3:17])([CH3:16])[CH3:15]. (5) Given the product [F:60][C:57]1[CH:58]=[CH:59][C:54]([CH2:53][N:47]2[C:46](=[O:61])[C:45]3[CH:44]=[C:43]([C:18]4[C:19]([N:21]([CH3:26])[S:22]([CH3:25])(=[O:24])=[O:23])=[CH:20][C:10]5[O:9][C:8]([C:5]6[CH:6]=[CH:7][C:2]([F:1])=[CH:3][CH:4]=6)=[C:12]([C:13]([NH:15][CH3:16])=[O:14])[C:11]=5[CH:17]=4)[N:52]=[CH:51][C:50]=3[O:49][CH2:48]2)=[CH:55][CH:56]=1, predict the reactants needed to synthesize it. The reactants are: [F:1][C:2]1[CH:7]=[CH:6][C:5]([C:8]2[O:9][C:10]3[CH:20]=[C:19]([N:21]([CH3:26])[S:22]([CH3:25])(=[O:24])=[O:23])[C:18](C4C=CC=C(B5OC(C)(C)C(C)(C)O5)C=4)=[CH:17][C:11]=3[C:12]=2[C:13]([NH:15][CH3:16])=[O:14])=[CH:4][CH:3]=1.Br[C:43]1[N:52]=[CH:51][C:50]2[O:49][CH2:48][N:47]([CH2:53][C:54]3[CH:59]=[CH:58][C:57]([F:60])=[CH:56][CH:55]=3)[C:46](=[O:61])[C:45]=2[CH:44]=1.[O-]P([O-])([O-])=O.[K+].[K+].[K+]. (6) Given the product [C:3]([O:7][CH2:8][CH:9]([N:17]([CH2:18][C:19]1[CH:24]=[CH:23][C:22]([C:25]#[N:26])=[CH:21][C:20]=1[F:27])[CH3:28])[C:10]([O:12][C:13]([CH3:16])([CH3:15])[CH3:14])=[O:11])([CH3:4])([CH3:5])[CH3:6], predict the reactants needed to synthesize it. The reactants are: [H-].[Na+].[C:3]([O:7][CH2:8][CH:9]([NH:17][CH2:18][C:19]1[CH:24]=[CH:23][C:22]([C:25]#[N:26])=[CH:21][C:20]=1[F:27])[C:10]([O:12][C:13]([CH3:16])([CH3:15])[CH3:14])=[O:11])([CH3:6])([CH3:5])[CH3:4].[CH3:28]I. (7) The reactants are: [CH3:1][C:2]1[O:6][N:5]=[C:4]([C:7]2[CH:12]=[CH:11][N:10]=[CH:9][CH:8]=2)[C:3]=1[CH2:13][O:14][C:15]1[CH:23]=[CH:22][C:18]([C:19]([OH:21])=O)=[CH:17][N:16]=1.[CH:24]([NH2:27])([CH3:26])[CH3:25]. Given the product [CH:24]([NH:27][C:19](=[O:21])[C:18]1[CH:22]=[CH:23][C:15]([O:14][CH2:13][C:3]2[C:4]([C:7]3[CH:8]=[CH:9][N:10]=[CH:11][CH:12]=3)=[N:5][O:6][C:2]=2[CH3:1])=[N:16][CH:17]=1)([CH3:26])[CH3:25], predict the reactants needed to synthesize it. (8) Given the product [CH3:8][C:7]1[C:6]2[CH:9]=[CH:10][CH:11]=[CH:12][C:5]=2[O:4][C:3]=1[CH2:2][O:27][C:24]1[CH:23]=[CH:22][C:21]([B:16]2[O:17][C:18]([CH3:20])([CH3:19])[C:14]([CH3:28])([CH3:13])[O:15]2)=[CH:26][CH:25]=1, predict the reactants needed to synthesize it. The reactants are: Cl[CH2:2][C:3]1[O:4][C:5]2[CH:12]=[CH:11][CH:10]=[CH:9][C:6]=2[C:7]=1[CH3:8].[CH3:13][C:14]1([CH3:28])[C:18]([CH3:20])([CH3:19])[O:17][B:16]([C:21]2[CH:26]=[CH:25][C:24]([OH:27])=[CH:23][CH:22]=2)[O:15]1. (9) Given the product [N+:14]([C:11]1[CH:10]=[N:9][C:8]([N:4]2[CH2:5][CH2:6][C@H:2]([OH:1])[CH2:3]2)=[N:13][CH:12]=1)([O-:16])=[O:15], predict the reactants needed to synthesize it. The reactants are: [OH:1][C@H:2]1[CH2:6][CH2:5][NH:4][CH2:3]1.Cl[C:8]1[N:13]=[CH:12][C:11]([N+:14]([O-:16])=[O:15])=[CH:10][N:9]=1.